Dataset: Catalyst prediction with 721,799 reactions and 888 catalyst types from USPTO. Task: Predict which catalyst facilitates the given reaction. (1) Reactant: [CH3:1][C:2]([CH3:39])([CH3:38])[C@H:3]([NH:27]C(=O)OCC1C=CC=CC=1)[C:4]([N:6]1[CH2:11][C@@H:10]2[CH2:12][C@H:7]1[CH2:8][N:9]2[C:13]([C:15]1[CH:20]=[CH:19][C:18]([C:21]2[CH:26]=[CH:25][CH:24]=[CH:23][CH:22]=2)=[CH:17][N:16]=1)=[O:14])=[O:5]. Product: [CH3:1][C:2]([CH3:39])([CH3:38])[C@H:3]([NH2:27])[C:4]([N:6]1[CH2:11][C@@H:10]2[CH2:12][C@H:7]1[CH2:8][N:9]2[C:13]([C:15]1[CH:20]=[CH:19][C:18]([C:21]2[CH:26]=[CH:25][CH:24]=[CH:23][CH:22]=2)=[CH:17][N:16]=1)=[O:14])=[O:5]. The catalyst class is: 19. (2) Reactant: Br[C:2]1[CH:3]=[C:4]([CH:16]=[CH:17][C:18]=1[Cl:19])[C:5]([NH:7][C:8]1[CH:13]=[CH:12][CH:11]=[CH:10][C:9]=1[O:14][CH3:15])=[O:6].[B:20]1([B:20]2[O:24][C:23]([CH3:26])([CH3:25])[C:22]([CH3:28])([CH3:27])[O:21]2)[O:24][C:23]([CH3:26])([CH3:25])[C:22]([CH3:28])([CH3:27])[O:21]1.C([O-])(=O)C.[K+]. Product: [Cl:19][C:18]1[CH:17]=[CH:16][C:4]([C:5]([NH:7][C:8]2[CH:13]=[CH:12][CH:11]=[CH:10][C:9]=2[O:14][CH3:15])=[O:6])=[CH:3][C:2]=1[B:20]1[O:24][C:23]([CH3:26])([CH3:25])[C:22]([CH3:28])([CH3:27])[O:21]1. The catalyst class is: 75. (3) Reactant: [OH:1][C:2]1[CH:7]=[CH:6][C:5]([CH:8]2[CH2:13][CH2:12][C:11](=[O:14])[CH2:10][CH2:9]2)=[CH:4][CH:3]=1.[CH3:15][N:16]([CH3:20])[CH2:17][CH2:18]O.C1(P(C2C=CC=CC=2)C2C=CC=CC=2)C=CC=CC=1.N(C(OC(C)C)=O)=NC(OC(C)C)=O. Product: [CH3:15][N:16]([CH3:20])[CH2:17][CH2:18][O:1][C:2]1[CH:3]=[CH:4][C:5]([CH:8]2[CH2:9][CH2:10][C:11](=[O:14])[CH2:12][CH2:13]2)=[CH:6][CH:7]=1. The catalyst class is: 1. (4) Reactant: [CH3:1][C:2]1[CH:10]=[N:9][CH:8]=[CH:7][C:3]=1[C:4]([OH:6])=O.C(Cl)(=O)C(Cl)=O.CCN(CC)CC.[C:24]([NH2:28])([CH3:27])([CH3:26])[CH3:25]. Product: [C:24]([NH:28][C:4](=[O:6])[C:3]1[CH:7]=[CH:8][N:9]=[CH:10][C:2]=1[CH3:1])([CH3:27])([CH3:26])[CH3:25]. The catalyst class is: 59. (5) Reactant: [NH2:1][C:2]([C:5]1[CH:10]=[CH:9][C:8]([NH:11][C:12]([C:14]2[CH:18]=[C:17]([C:19]3[CH:24]=[CH:23][C:22]([NH:25][CH:26]([CH3:28])[CH3:27])=[C:21]([Cl:29])[CH:20]=3)[O:16][N:15]=2)=[O:13])=[CH:7][CH:6]=1)([CH3:4])[CH3:3].[C:30]([O:34][CH3:35])(=[O:33])[CH:31]=[CH2:32]. Product: [Cl:29][C:21]1[CH:20]=[C:19]([C:17]2[O:16][N:15]=[C:14]([C:12]([NH:11][C:8]3[CH:9]=[CH:10][C:5]([C:2]([NH:1][CH2:32][CH2:31][C:30]([O:34][CH3:35])=[O:33])([CH3:3])[CH3:4])=[CH:6][CH:7]=3)=[O:13])[CH:18]=2)[CH:24]=[CH:23][C:22]=1[NH:25][CH:26]([CH3:27])[CH3:28]. The catalyst class is: 5. (6) Reactant: [I:1][C:2]1[CH:3]=[C:4]([O:12][CH3:13])[C:5]([O:10]C)=[C:6]([O:8][CH3:9])[CH:7]=1.[Cl-].[Al+3].[Cl-].[Cl-]. Product: [I:1][C:2]1[CH:7]=[C:6]([O:8][CH3:9])[C:5]([OH:10])=[C:4]([O:12][CH3:13])[CH:3]=1. The catalyst class is: 26. (7) Reactant: [CH3:1][C:2]1[CH:3]=[C:4]([O:8][C:9]2[CH:15]=[CH:14][C:12]([NH2:13])=[CH:11][CH:10]=2)[CH:5]=[CH:6][CH:7]=1.CC([N:20]([C@@H:24]([C:27](NC1C=NC(OC2C=CC(C#N)=C(C(C)C)C=2)=CC=1)=[O:28])[CH2:25]C)[C:21](=O)[O-:22])(C)C.Cl. Product: [CH3:25][C@H:24]1[NH:20][C:21](=[O:22])[N:13]([C:12]2[CH:14]=[CH:15][C:9]([O:8][C:4]3[CH:5]=[CH:6][CH:7]=[C:2]([CH3:1])[CH:3]=3)=[CH:10][CH:11]=2)[C:27]1=[O:28]. The catalyst class is: 4.